This data is from PAMPA (Parallel Artificial Membrane Permeability Assay) permeability data from NCATS. The task is: Regression/Classification. Given a drug SMILES string, predict its absorption, distribution, metabolism, or excretion properties. Task type varies by dataset: regression for continuous measurements (e.g., permeability, clearance, half-life) or binary classification for categorical outcomes (e.g., BBB penetration, CYP inhibition). Dataset: pampa_ncats. (1) The drug is CN(C)C(=O)C1=CC=C(C=C1)C2=C(C(=O)NC=C2)N. The result is 1 (high permeability). (2) The molecule is C[C@H]1CN(C[C@@H]1C2=NC(=NO2)C3=CC=CC=C3)C(=O)NC4=C(C=C(C=C4)F)F. The result is 1 (high permeability). (3) The compound is CC1CCC2=C(N1C(=O)CSC3=NC4=C(C5=CC=CC=C5N4)N=N3)C=CC(=C2)F. The result is 1 (high permeability). (4) The molecule is CC1=CC2=C(C=C1)C3=C(N2)C(=NC=N3)N4CCN(CC4)CC5=CC=CC=C5. The result is 1 (high permeability).